Dataset: Forward reaction prediction with 1.9M reactions from USPTO patents (1976-2016). Task: Predict the product of the given reaction. (1) The product is: [N:10]1([C:2]2[CH:9]=[CH:8][C:5]([C:6]#[N:7])=[CH:4][CH:3]=2)[CH2:15][CH2:14][O:13][CH2:12][CH2:11]1. Given the reactants F[C:2]1[CH:9]=[CH:8][C:5]([C:6]#[N:7])=[CH:4][CH:3]=1.[NH:10]1[CH2:15][CH2:14][O:13][CH2:12][CH2:11]1.O, predict the reaction product. (2) Given the reactants [Cl:1][C:2]1[C:7]([N:8]2[CH2:13][CH2:12][CH:11]([C:14]3[C:19]([F:20])=[CH:18][CH:17]=[C:16]([F:21])[C:15]=3[O:22][CH:23]([F:25])[F:24])[CH2:10][CH2:9]2)=[CH:6][N:5]=[N:4][C:3]=1[NH:26][NH2:27].C(=O)([O-])[O-].[Na+].[Na+].C1COCC1.[F:39][C:40]([F:46])([F:45])[CH2:41][C:42](Cl)=[O:43], predict the reaction product. The product is: [Cl:1][C:2]1[C:7]([N:8]2[CH2:9][CH2:10][CH:11]([C:14]3[C:19]([F:20])=[CH:18][CH:17]=[C:16]([F:21])[C:15]=3[O:22][CH:23]([F:25])[F:24])[CH2:12][CH2:13]2)=[CH:6][N:5]=[N:4][C:3]=1[NH:26][NH:27][C:42](=[O:43])[CH2:41][C:40]([F:46])([F:45])[F:39]. (3) Given the reactants [N:1]1([C:7]([Cl:9])=[O:8])[CH2:6][CH2:5][O:4][CH2:3][CH2:2]1.[CH2:10]([NH:12][CH2:13][C:14]1[CH:19]=[CH:18][N:17]=[CH:16][CH:15]=1)[CH3:11], predict the reaction product. The product is: [ClH:9].[CH2:10]([N:12]([CH2:13][C:14]1[CH:19]=[CH:18][N:17]=[CH:16][CH:15]=1)[C:7]([N:1]1[CH2:6][CH2:5][O:4][CH2:3][CH2:2]1)=[O:8])[CH3:11]. (4) Given the reactants [CH3:1][S:2](Cl)(=[O:4])=[O:3].[F:6][C:7]1[CH:8]=[CH:9][CH:10]=[C:11]2[C:16]=1[N:15]=[C:14]([CH2:17][OH:18])[C:13]([C:19]1[CH:24]=[CH:23][CH:22]=[CH:21][C:20]=1[S:25]([CH3:28])(=[O:27])=[O:26])=[CH:12]2.C(N(CC)CC)C.S([O-])([O-])(=O)=O.[Mg+2], predict the reaction product. The product is: [CH3:1][S:2]([O:18][CH2:17][C:14]1[C:13]([C:19]2[CH:24]=[CH:23][CH:22]=[CH:21][C:20]=2[S:25]([CH3:28])(=[O:27])=[O:26])=[CH:12][C:11]2[C:16](=[C:7]([F:6])[CH:8]=[CH:9][CH:10]=2)[N:15]=1)(=[O:4])=[O:3].